From a dataset of Catalyst prediction with 721,799 reactions and 888 catalyst types from USPTO. Predict which catalyst facilitates the given reaction. (1) Reactant: [NH2:1][C:2]1[C:3]([NH:8][C:9]2[CH:14]=[C:13]([NH:15][C:16]([C:18]3[CH:27]=[CH:26][C:25]4[C:20](=[CH:21][CH:22]=[CH:23][CH:24]=4)[CH:19]=3)=[O:17])[CH:12]=[C:11]([C:28]([O:30][CH3:31])=[O:29])[CH:10]=2)=[N:4][CH:5]=[CH:6][CH:7]=1.[C:32]1([CH2:38][C:39](=O)[C:40](O)=[O:41])[CH:37]=[CH:36][CH:35]=[CH:34][CH:33]=1. Product: [CH2:38]([C:39]1[C:40](=[O:41])[N:8]([C:9]2[CH:14]=[C:13]([NH:15][C:16]([C:18]3[CH:27]=[CH:26][C:25]4[C:20](=[CH:21][CH:22]=[CH:23][CH:24]=4)[CH:19]=3)=[O:17])[CH:12]=[C:11]([C:28]([O:30][CH3:31])=[O:29])[CH:10]=2)[C:3]2[N:4]=[CH:5][CH:6]=[CH:7][C:2]=2[N:1]=1)[C:32]1[CH:37]=[CH:36][CH:35]=[CH:34][CH:33]=1. The catalyst class is: 5. (2) Reactant: Cl.[Cl:2][CH2:3][CH2:4][N:5]([CH2:13][CH2:14][Cl:15])[C:6]1[CH:11]=[CH:10][C:9]([NH2:12])=[CH:8][CH:7]=1.C(N(CC)CC)C.[N+:23]([C:26]1[CH:27]=[C:28]([N:32]=[C:33]=[O:34])[CH:29]=[CH:30][CH:31]=1)([O-:25])=[O:24]. Product: [Cl:2][CH2:3][CH2:4][N:5]([CH2:13][CH2:14][Cl:15])[C:6]1[CH:11]=[CH:10][C:9]([NH:12][C:33]([NH:32][C:28]2[CH:29]=[CH:30][CH:31]=[C:26]([N+:23]([O-:25])=[O:24])[CH:27]=2)=[O:34])=[CH:8][CH:7]=1. The catalyst class is: 22. (3) Reactant: [Cl:1][C:2]1[C:3]2[N:4]([C:8]([CH:11]3[CH2:16][CH2:15][N:14]([CH3:17])[C:13](=[O:18])[CH2:12]3)=[N:9][CH:10]=2)[CH:5]=[CH:6][N:7]=1.[Br:19]N1C(=O)CCC1=O. Product: [Br:19][C:10]1[N:9]=[C:8]([CH:11]2[CH2:16][CH2:15][N:14]([CH3:17])[C:13](=[O:18])[CH2:12]2)[N:4]2[CH:5]=[CH:6][N:7]=[C:2]([Cl:1])[C:3]=12. The catalyst class is: 47. (4) Reactant: [CH3:1][C:2]1[CH:39]=[CH:38][CH:37]=[C:36]([CH3:40])[C:3]=1[O:4][CH2:5][C:6]([NH:8][C@H:9]([C@@H:17]([OH:35])[CH2:18][C@@H:19]([NH:27]C(OC(C)(C)C)=O)[CH2:20][C:21]1[CH:26]=[CH:25][CH:24]=[CH:23][CH:22]=1)[CH2:10][C:11]1[CH:16]=[CH:15][CH:14]=[CH:13][CH:12]=1)=[O:7].C(C(O)=O)(F)(F)F.O. Product: [CH3:1][C:2]1[CH:39]=[CH:38][CH:37]=[C:36]([CH3:40])[C:3]=1[O:4][CH2:5][C:6]([NH:8][C@H:9]([C@@H:17]([OH:35])[CH2:18][C@@H:19]([NH2:27])[CH2:20][C:21]1[CH:22]=[CH:23][CH:24]=[CH:25][CH:26]=1)[CH2:10][C:11]1[CH:16]=[CH:15][CH:14]=[CH:13][CH:12]=1)=[O:7]. The catalyst class is: 2. (5) Reactant: [NH2:1][CH:2]([CH2:12][C:13]1[CH:18]=[CH:17][C:16]([C:19]([F:22])([F:21])[F:20])=[CH:15][CH:14]=1)[CH:3]([C:5]1[CH:10]=[CH:9][C:8]([F:11])=[CH:7][CH:6]=1)[OH:4].[OH:23][CH2:24][C:25]1[C:34]2[C:29](=[CH:30][CH:31]=[CH:32][CH:33]=2)[C:28]([C:35](O)=[O:36])=[CH:27][CH:26]=1.Cl.C(N=C=NCCCN(C)C)C.ON1C2C=CC=CC=2N=N1. Product: [F:11][C:8]1[CH:9]=[CH:10][C:5]([CH:3]([OH:4])[CH:2]([NH:1][C:24]([C:25]2[C:34]3[C:29](=[CH:30][CH:31]=[CH:32][CH:33]=3)[C:28]([CH2:35][OH:36])=[CH:27][CH:26]=2)=[O:23])[CH2:12][C:13]2[CH:18]=[CH:17][C:16]([C:19]([F:22])([F:20])[F:21])=[CH:15][CH:14]=2)=[CH:6][CH:7]=1. The catalyst class is: 47.